From a dataset of NCI-60 drug combinations with 297,098 pairs across 59 cell lines. Regression. Given two drug SMILES strings and cell line genomic features, predict the synergy score measuring deviation from expected non-interaction effect. (1) Drug 1: C1=NC2=C(N=C(N=C2N1C3C(C(C(O3)CO)O)F)Cl)N. Drug 2: CC(C)NC(=O)C1=CC=C(C=C1)CNNC.Cl. Cell line: HCC-2998. Synergy scores: CSS=46.9, Synergy_ZIP=-2.71, Synergy_Bliss=-8.48, Synergy_Loewe=-72.0, Synergy_HSA=-9.82. (2) Drug 1: CC1=CC2C(CCC3(C2CCC3(C(=O)C)OC(=O)C)C)C4(C1=CC(=O)CC4)C. Drug 2: CCC(=C(C1=CC=CC=C1)C2=CC=C(C=C2)OCCN(C)C)C3=CC=CC=C3.C(C(=O)O)C(CC(=O)O)(C(=O)O)O. Cell line: MDA-MB-231. Synergy scores: CSS=-15.0, Synergy_ZIP=5.25, Synergy_Bliss=-5.79, Synergy_Loewe=-17.7, Synergy_HSA=-16.9. (3) Drug 1: C1CN1C2=NC(=NC(=N2)N3CC3)N4CC4. Drug 2: CCC1=CC2CC(C3=C(CN(C2)C1)C4=CC=CC=C4N3)(C5=C(C=C6C(=C5)C78CCN9C7C(C=CC9)(C(C(C8N6C)(C(=O)OC)O)OC(=O)C)CC)OC)C(=O)OC.C(C(C(=O)O)O)(C(=O)O)O. Cell line: CCRF-CEM. Synergy scores: CSS=71.7, Synergy_ZIP=-0.787, Synergy_Bliss=-1.14, Synergy_Loewe=-2.39, Synergy_HSA=0.0599. (4) Drug 1: CC1=C2C(C(=O)C3(C(CC4C(C3C(C(C2(C)C)(CC1OC(=O)C(C(C5=CC=CC=C5)NC(=O)OC(C)(C)C)O)O)OC(=O)C6=CC=CC=C6)(CO4)OC(=O)C)OC)C)OC. Drug 2: C1CC(C1)(C(=O)O)C(=O)O.[NH2-].[NH2-].[Pt+2]. Cell line: SF-268. Synergy scores: CSS=44.4, Synergy_ZIP=-4.04, Synergy_Bliss=-6.38, Synergy_Loewe=-6.17, Synergy_HSA=-1.01.